This data is from Reaction yield outcomes from USPTO patents with 853,638 reactions. The task is: Predict the reaction yield, written as a fraction of the theoretical maximum amount of product (1.0 means a 100% yield; for example, 0.34 means a 34% yield). The reactants are [Si]([O:8][C@@H:9]1[C@@:44]2([CH3:45])[C:13](=[CH:14][CH:15]=[C:16]3[C@@H:43]2[CH2:42][CH2:41][C@@:40]2([CH3:46])[C@H:17]3[CH2:18][CH:19]=[C:20]2[C@H:21]([O:23][CH2:24]/[CH:25]=[CH:26]\[C:27]([CH2:38][CH3:39])([O:30][Si](CC)(CC)CC)[CH2:28][CH3:29])[CH3:22])[CH2:12][C@@H:11]([O:47][Si](C(C)(C)C)(C)C)[CH2:10]1)(C(C)(C)C)(C)C.[F-].C([N+](CCCC)(CCCC)CCCC)CCC. The catalyst is O1CCCC1. The product is [OH:8][C@@H:9]1[C@@:44]2([CH3:45])[C:13](=[CH:14][CH:15]=[C:16]3[C@@H:43]2[CH2:42][CH2:41][C@@:40]2([CH3:46])[C@H:17]3[CH2:18][CH:19]=[C:20]2[C@H:21]([O:23][CH2:24]/[CH:25]=[CH:26]\[C:27]([CH2:38][CH3:39])([OH:30])[CH2:28][CH3:29])[CH3:22])[CH2:12][C@@H:11]([OH:47])[CH2:10]1. The yield is 0.980.